From a dataset of Reaction yield outcomes from USPTO patents with 853,638 reactions. Predict the reaction yield, written as a fraction of the theoretical maximum amount of product (1.0 means a 100% yield; for example, 0.34 means a 34% yield). (1) The reactants are O[C:2]1([C:12]#[N:13])[CH2:7][C:6]([CH3:9])([CH3:8])[CH2:5][CH2:4][C:3]1([CH3:11])[CH3:10].S(Cl)(Cl)=O.Cl. The catalyst is N1C=CC=CC=1. The product is [CH3:8][C:6]1([CH3:9])[CH2:5][CH2:4][C:3]([CH3:10])([CH3:11])[C:2]([C:12]#[N:13])=[CH:7]1. The yield is 0.300. (2) The reactants are B(Br)(Br)Br.S(C)C.C[O:9][C:10]1[CH:11]=[C:12]2[C:16](=[CH:17][CH:18]=1)[NH:15][C:14](=[O:19])[CH2:13]2. The catalyst is ClCCCl. The product is [OH:9][C:10]1[CH:11]=[C:12]2[C:16](=[CH:17][CH:18]=1)[NH:15][C:14](=[O:19])[CH2:13]2. The yield is 0.530. (3) The yield is 0.920. The product is [CH3:1][O:2][C:3]1[CH:10]=[CH:9][C:6]([CH2:7][OH:8])=[C:5]([O:11][CH2:12][CH:13]2[CH2:18][CH:17]([O:19][CH2:20][CH2:21][CH2:22][CH2:23][CH2:24][CH2:25][CH2:26][CH2:27][CH2:28][CH2:29][CH2:30][CH2:31][CH2:32][CH2:33][CH2:34][CH2:35][CH2:36][CH3:37])[CH:16]([O:38][CH2:39][CH2:40][CH2:41][CH2:42][CH2:43][CH2:44][CH2:45][CH2:46][CH2:47][CH2:48][CH2:49][CH2:50][CH2:51][CH2:52][CH2:53][CH2:54][CH2:55][CH3:56])[CH:15]([O:57][CH2:58][CH2:59][CH2:60][CH2:61][CH2:62][CH2:63][CH2:64][CH2:65][CH2:66][CH2:67][CH2:68][CH2:69][CH2:70][CH2:71][CH2:72][CH2:73][CH2:74][CH3:75])[CH2:14]2)[CH:4]=1. The reactants are [CH3:1][O:2][C:3]1[CH:10]=[CH:9][C:6]([CH:7]=[O:8])=[C:5]([O:11][CH2:12][CH:13]2[CH2:18][CH:17]([O:19][CH2:20][CH2:21][CH2:22][CH2:23][CH2:24][CH2:25][CH2:26][CH2:27][CH2:28][CH2:29][CH2:30][CH2:31][CH2:32][CH2:33][CH2:34][CH2:35][CH2:36][CH3:37])[CH:16]([O:38][CH2:39][CH2:40][CH2:41][CH2:42][CH2:43][CH2:44][CH2:45][CH2:46][CH2:47][CH2:48][CH2:49][CH2:50][CH2:51][CH2:52][CH2:53][CH2:54][CH2:55][CH3:56])[CH:15]([O:57][CH2:58][CH2:59][CH2:60][CH2:61][CH2:62][CH2:63][CH2:64][CH2:65][CH2:66][CH2:67][CH2:68][CH2:69][CH2:70][CH2:71][CH2:72][CH2:73][CH2:74][CH3:75])[CH2:14]2)[CH:4]=1.[BH4-].[Na+].Cl. The catalyst is C1COCC1.CO.